From a dataset of Forward reaction prediction with 1.9M reactions from USPTO patents (1976-2016). Predict the product of the given reaction. Given the reactants C([O:3][C:4]([C:6]1[C:7]([CH3:29])=[N:8][C:9]([NH:13][CH2:14][C:15]2[CH:20]=[CH:19][CH:18]=[CH:17][C:16]=2[C:21]2[CH:26]=[CH:25][CH:24]=[C:23]([O:27]C)[CH:22]=2)=[N:10][C:11]=1[CH3:12])=[O:5])C.B(Br)(Br)Br.C(Cl)Cl.O[Li].O, predict the reaction product. The product is: [OH:27][C:23]1[CH:22]=[C:21]([C:16]2[CH:17]=[CH:18][CH:19]=[CH:20][C:15]=2[CH2:14][NH:13][C:9]2[N:8]=[C:7]([CH3:29])[C:6]([C:4]([OH:5])=[O:3])=[C:11]([CH3:12])[N:10]=2)[CH:26]=[CH:25][CH:24]=1.